Task: Predict the product of the given reaction.. Dataset: Forward reaction prediction with 1.9M reactions from USPTO patents (1976-2016) (1) Given the reactants [O:1]1[C:5]2[CH:6]=[CH:7][CH:8]=[CH:9][C:4]=2[CH:3]=[C:2]1[Si](C)(C)C.[Br:14][C:15]1[CH:20]=[CH:19][C:18]([CH2:21][C:22](Cl)=[O:23])=[CH:17][CH:16]=1, predict the reaction product. The product is: [O:1]1[C:5]2[CH:6]=[CH:7][CH:8]=[CH:9][C:4]=2[CH:3]=[C:2]1[C:22](=[O:23])[CH2:21][C:18]1[CH:19]=[CH:20][C:15]([Br:14])=[CH:16][CH:17]=1. (2) Given the reactants Cl[C:2]1[N:7]=[CH:6][C:5]([O:8][CH2:9][C:10]2[C:15]([F:16])=[C:14]([O:17][CH3:18])[CH:13]=[C:12]([O:19][CH3:20])[C:11]=2[F:21])=[CH:4][N:3]=1.[CH3:22][N:23]1[CH2:28][CH2:27][CH:26]([N:29]2[CH:33]=[C:32]([NH2:34])[N:31]=[CH:30]2)[CH2:25][CH2:24]1.C(=O)([O-])[O-].[Cs+].[Cs+].O1CCOCC1, predict the reaction product. The product is: [F:21][C:11]1[C:12]([O:19][CH3:20])=[CH:13][C:14]([O:17][CH3:18])=[C:15]([F:16])[C:10]=1[CH2:9][O:8][C:5]1[CH:4]=[N:3][C:2]([NH:34][C:32]2[N:31]=[CH:30][N:29]([CH:26]3[CH2:27][CH2:28][N:23]([CH3:22])[CH2:24][CH2:25]3)[CH:33]=2)=[N:7][CH:6]=1. (3) Given the reactants [CH2:1]([CH:3]1[CH2:7][C:6](=[O:8])[CH2:5][CH:4]1[C:9]([O:11][CH2:12][CH3:13])=[O:10])[CH3:2].[CH2:14](O)[CH2:15][OH:16].C(OC(OCC)OCC)C.O.C1(C)C=CC(S(O)(=O)=O)=CC=1, predict the reaction product. The product is: [CH2:1]([CH:3]1[CH2:7][C:6]2([O:16][CH2:15][CH2:14][O:8]2)[CH2:5][CH:4]1[C:9]([O:11][CH2:12][CH3:13])=[O:10])[CH3:2]. (4) Given the reactants [Cl:1][C:2]1[C:7]2[N:8]=[C:9]([C:11]3[CH:12]=[C:13]([CH:31]=[CH:32][CH:33]=3)[C:14]([NH:16][CH2:17][CH2:18][CH:19]3[CH2:24][CH2:23][N:22]([C:25]4[CH:30]=[CH:29][N:28]=[CH:27][CH:26]=4)[CH2:21][CH2:20]3)=[O:15])[S:10][C:6]=2[CH:5]=[CH:4][CH:3]=1.N1C=CC(N2CCC3(CCNCC3)CC2)=[CH:36][CH:35]=1.C(O)(=O)C1C=CC=CC=1, predict the reaction product. The product is: [Cl:1][C:2]1[C:7]2[N:8]=[C:9]([C:11]3[CH:12]=[C:13]([C:14]([N:16]4[CH2:36][CH2:35][C:19]5([CH2:20][CH2:21][N:22]([C:25]6[CH:26]=[CH:27][N:28]=[CH:29][CH:30]=6)[CH2:23][CH2:24]5)[CH2:18][CH2:17]4)=[O:15])[CH:31]=[CH:32][CH:33]=3)[S:10][C:6]=2[CH:5]=[CH:4][CH:3]=1.